This data is from Forward reaction prediction with 1.9M reactions from USPTO patents (1976-2016). The task is: Predict the product of the given reaction. Given the reactants [CH3:1][Si:2]([NH-:5])([CH3:4])[CH3:3].[CH3:6][Si:7]([NH-])([CH3:9])[CH3:8].[Li+:11].[Li+].COC1[C@@H](O)[C@@H]2[C@@]3(N(CCC4C2=CC2OCOC=2C=4)CCC3)C=1.C(OC(=O)C)(=O)C, predict the reaction product. The product is: [CH3:1][Si:2]([N-:5][Si:7]([CH3:9])([CH3:8])[CH3:6])([CH3:4])[CH3:3].[Li+:11].